From a dataset of Reaction yield outcomes from USPTO patents with 853,638 reactions. Predict the reaction yield, written as a fraction of the theoretical maximum amount of product (1.0 means a 100% yield; for example, 0.34 means a 34% yield). (1) The reactants are [F:1][C:2]1[CH:3]=[CH:4][C:5]([C:8]#[N:9])=[N:6][CH:7]=1.C[Mg]Br.[C:13](OC(=O)C)(=[O:15])[CH3:14].[C:20](=O)([O-])O.[Na+]. The catalyst is O1CCCC1.ClCCl. The product is [F:1][C:2]1[CH:3]=[CH:4][C:5]([C:8]([NH:9][C:13](=[O:15])[CH3:14])=[CH2:20])=[N:6][CH:7]=1. The yield is 0.310. (2) The catalyst is C1C=CC(/C=C/C(/C=C/C2C=CC=CC=2)=O)=CC=1.C1C=CC(/C=C/C(/C=C/C2C=CC=CC=2)=O)=CC=1.C1C=CC(/C=C/C(/C=C/C2C=CC=CC=2)=O)=CC=1.[Pd].[Pd].O1CCOCC1. The yield is 0.590. The product is [Cl:18][C:11]1[CH:12]=[C:13]([Cl:17])[CH:14]=[C:15]([Cl:16])[C:10]=1[C:9]([NH:8][C:6]1[CH:5]=[CH:4][N:3]=[C:2]([NH:26][C:23]2[CH:24]=[CH:25][N:20]=[CH:21][N:22]=2)[CH:7]=1)=[O:19]. The reactants are Br[C:2]1[CH:7]=[C:6]([NH:8][C:9](=[O:19])[C:10]2[C:15]([Cl:16])=[CH:14][C:13]([Cl:17])=[CH:12][C:11]=2[Cl:18])[CH:5]=[CH:4][N:3]=1.[N:20]1[CH:25]=[CH:24][C:23]([NH2:26])=[N:22][CH:21]=1.CC1(C)C2C(=C(P(C3C=CC=CC=3)C3C=CC=CC=3)C=CC=2)OC2C(P(C3C=CC=CC=3)C3C=CC=CC=3)=CC=CC1=2.C([O-])([O-])=O.[Cs+].[Cs+]. (3) The reactants are [N:1]1([C:7]([O:9][C:10]([CH3:13])([CH3:12])[CH3:11])=[O:8])[CH2:6][CH2:5][NH:4][CH2:3][CH2:2]1.C(N(CC)CC)C.[Br:21][C:22]1[CH:27]=[CH:26][C:25]([S:28](Cl)(=[O:30])=[O:29])=[CH:24][CH:23]=1. The catalyst is O1CCOCC1. The product is [C:10]([O:9][C:7]([N:1]1[CH2:6][CH2:5][N:4]([S:28]([C:25]2[CH:26]=[CH:27][C:22]([Br:21])=[CH:23][CH:24]=2)(=[O:30])=[O:29])[CH2:3][CH2:2]1)=[O:8])([CH3:13])([CH3:12])[CH3:11]. The yield is 0.910. (4) The reactants are [C:1]([C:3]1[CH:4]=[C:5]([CH:10]=[CH:11][C:12]=1[O:13][CH:14]([CH3:16])[CH3:15])[C:6]([O:8][CH3:9])=[O:7])#[N:2].[OH-].[Na+].FC(F)(F)C(OC1[C:29]([F:30])=[C:28]([F:31])[C:27]([F:32])=[C:26]([F:33])[C:25]=1[F:34])=O.C(N(CC)CC)C. The catalyst is CO.O. The product is [C:1]([C:3]1[CH:4]=[C:5]([CH:10]=[CH:11][C:12]=1[O:13][CH:14]([CH3:16])[CH3:15])[C:6]([O:8][C:9]1[C:29]([F:30])=[C:28]([F:31])[C:27]([F:32])=[C:26]([F:33])[C:25]=1[F:34])=[O:7])#[N:2]. The yield is 0.835. (5) The reactants are [CH2:1]([C:5]1[C:9](/[CH:10]=[CH:11]/[C:12]2[S:13][C:14]([C:18]([OH:20])=O)=[C:15]([CH3:17])[N:16]=2)=[C:8]([CH3:21])[O:7][N:6]=1)[CH2:2][CH2:3][CH3:4].[NH2:22][CH:23]([CH2:26][CH3:27])[CH2:24][OH:25]. No catalyst specified. The product is [OH:25][CH2:24][CH:23]([NH:22][C:18]([C:14]1[S:13][C:12](/[CH:11]=[CH:10]/[C:9]2[C:5]([CH2:1][CH2:2][CH2:3][CH3:4])=[N:6][O:7][C:8]=2[CH3:21])=[N:16][C:15]=1[CH3:17])=[O:20])[CH2:26][CH3:27]. The yield is 0.520. (6) The reactants are [CH:1]([O:4][C:5]1([C:8]2[CH:13]=[CH:12][C:11]([C:14]#[C:15][C:16]3[CH:26]=[CH:25][C:19]([C:20]([O:22][CH2:23][CH3:24])=[O:21])=[CH:18][CH:17]=3)=[CH:10][CH:9]=2)[CH2:7][CH2:6]1)([CH3:3])C.C(OC(=O)[C:31]1[CH:36]=[CH:35]C(I)=[CH:33][CH:32]=1)C. The catalyst is C(N(CC)CC)C.[Cu]I.Cl[Pd](Cl)([P](C1C=CC=CC=1)(C1C=CC=CC=1)C1C=CC=CC=1)[P](C1C=CC=CC=1)(C1C=CC=CC=1)C1C=CC=CC=1. The product is [CH2:1]([O:4][C:5]1([C:8]2[CH:9]=[CH:10][C:11]([C:14]#[C:15][C:16]3[CH:26]=[CH:25][C:19]([C:20]([O:22][CH2:23][CH3:24])=[O:21])=[CH:18][CH:17]=3)=[CH:12][CH:13]=2)[CH2:7][CH2:6]1)[C:3]1[CH:35]=[CH:36][CH:31]=[CH:32][CH:33]=1. The yield is 0.910. (7) The reactants are [Br:1][C:2]1[C:7]([N+:8]([O-])=O)=[CH:6][C:5]([Br:11])=[CH:4][N:3]=1.Cl[Sn]Cl. The catalyst is C(O)C. The product is [Br:1][C:2]1[C:7]([NH2:8])=[CH:6][C:5]([Br:11])=[CH:4][N:3]=1. The yield is 0.674. (8) The reactants are [CH2:1]([O:8][C:9]1[CH:14]=[CH:13][C:12](/[CH:15]=[CH:16]/[N+:17]([O-])=O)=[CH:11][CH:10]=1)[C:2]1[CH:7]=[CH:6][CH:5]=[CH:4][CH:3]=1.[H-].[H-].[H-].[H-].[Li+].[Al+3]. The catalyst is C1COCC1. The product is [CH2:1]([O:8][C:9]1[CH:10]=[CH:11][C:12]([CH2:15][CH2:16][NH2:17])=[CH:13][CH:14]=1)[C:2]1[CH:3]=[CH:4][CH:5]=[CH:6][CH:7]=1. The yield is 0.750. (9) The reactants are C(OC(=O)[NH:7][C:8]([CH3:36])([CH2:33][CH2:34][CH3:35])[CH2:9][NH:10][C:11]([C:13]1[C:14]([CH3:32])=[N:15][N:16]2[C:21]([O:22][CH2:23][C:24]3[C:29]([F:30])=[CH:28][CH:27]=[CH:26][N:25]=3)=[CH:20][C:19]([CH3:31])=[CH:18][C:17]=12)=[O:12])(C)(C)C.O.[OH-].[Na+]. The catalyst is FC(F)(F)C(O)=O. The product is [NH2:7][C:8]([CH3:36])([CH2:33][CH2:34][CH3:35])[CH2:9][NH:10][C:11]([C:13]1[C:14]([CH3:32])=[N:15][N:16]2[C:21]([O:22][CH2:23][C:24]3[C:29]([F:30])=[CH:28][CH:27]=[CH:26][N:25]=3)=[CH:20][C:19]([CH3:31])=[CH:18][C:17]=12)=[O:12]. The yield is 0.100. (10) The reactants are C([O:8][C:9]1[N:13]([CH3:14])[N:12]=[C:11]([C:15]([N:17]2[CH2:22][CH2:21][N:20]([C:23]3[CH:28]=[CH:27][CH:26]=[CH:25][C:24]=3[C:29]([CH3:32])([CH3:31])[CH3:30])[CH2:19][CH2:18]2)=[O:16])[CH:10]=1)C1C=CC=CC=1. The catalyst is CO.[C].[Pd]. The product is [C:29]([C:24]1[CH:25]=[CH:26][CH:27]=[CH:28][C:23]=1[N:20]1[CH2:19][CH2:18][N:17]([C:15]([C:11]2[CH:10]=[C:9]([OH:8])[N:13]([CH3:14])[N:12]=2)=[O:16])[CH2:22][CH2:21]1)([CH3:32])([CH3:30])[CH3:31]. The yield is 0.560.